Dataset: Catalyst prediction with 721,799 reactions and 888 catalyst types from USPTO. Task: Predict which catalyst facilitates the given reaction. (1) Reactant: [NH2:1][C:2]1[C:7]([C:8]([OH:11])([CH3:10])[CH3:9])=[CH:6][C:5](Br)=[CH:4][N:3]=1.[C:13]([O:17][C:18]([CH3:21])([CH3:20])[CH3:19])(=[O:16])[CH:14]=[CH2:15].C(N(C(C)C)C(C)C)C.CC1C=CC=CC=1P(C1C=CC=CC=1C)C1C=CC=CC=1C. Product: [C:18]([O:17][C:13](=[O:16])/[CH:14]=[CH:15]/[C:5]1[CH:4]=[N:3][C:2]([NH2:1])=[C:7]([C:8]([OH:11])([CH3:10])[CH3:9])[CH:6]=1)([CH3:21])([CH3:20])[CH3:19]. The catalyst class is: 416. (2) Reactant: Br[CH2:2][CH2:3][C:4]([OH:6])=O.[NH:7]1[CH:11]=[CH:10][N:9]=[CH:8]1.C(=O)([O-])[O-].[K+].[K+].Cl.[CH3:19][C:20]1[C:28]2[C:23](=[CH:24][CH:25]=[C:26]([NH:29][C:30]3[C:31]4[CH:38]=[C:37]([C:39]5[CH2:40][CH2:41][NH:42][CH2:43][CH:44]=5)[NH:36][C:32]=4[N:33]=[CH:34][N:35]=3)[CH:27]=2)[NH:22][N:21]=1.Cl.CN(C)CCCN=C=NCC.ON1C2C=CC=CC=2N=N1. Product: [N:7]1([CH2:2][CH2:3][C:4]([N:42]2[CH2:43][CH:44]=[C:39]([C:37]3[NH:36][C:32]4[N:33]=[CH:34][N:35]=[C:30]([NH:29][C:26]5[CH:27]=[C:28]6[C:23](=[CH:24][CH:25]=5)[NH:22][N:21]=[C:20]6[CH3:19])[C:31]=4[CH:38]=3)[CH2:40][CH2:41]2)=[O:6])[CH:11]=[CH:10][N:9]=[CH:8]1. The catalyst class is: 3.